From a dataset of Catalyst prediction with 721,799 reactions and 888 catalyst types from USPTO. Predict which catalyst facilitates the given reaction. (1) Reactant: O.[Na].[CH:3]1[C:16]2[C:7](=[CH:8][C:9]3[C:14]([C:15]=2[CH2:17][OH:18])=[CH:13][CH:12]=[CH:11][CH:10]=3)[CH:6]=[CH:5][CH:4]=1.[CH2:19]([N:21]([CH2:25][CH3:26])[C:22](Cl)=[O:23])[CH3:20].CCCCCC. Product: [CH2:19]([N:21]([CH2:25][CH3:26])[C:22](=[O:23])[O:18][CH2:17][C:15]1[C:14]2[C:9]([CH:8]=[C:7]3[C:16]=1[CH:3]=[CH:4][CH:5]=[CH:6]3)=[CH:10][CH:11]=[CH:12][CH:13]=2)[CH3:20]. The catalyst class is: 7. (2) Product: [Br:16][C:11]1[CH:10]=[CH:9][N:8]=[C:7]([N:1]2[CH2:6][CH2:5][O:4][CH2:3][CH2:2]2)[N:12]=1. The catalyst class is: 23. Reactant: [N:1]1([C:7]2[N:12]=[C:11](O)[CH:10]=[CH:9][N:8]=2)[CH2:6][CH2:5][O:4][CH2:3][CH2:2]1.P(Br)(Br)([Br:16])=O. (3) Reactant: C1C2C3C(=CC=CC=3CN1CCN(C)C)C=CC=2.[Al+3].[Cl-].[Cl-].[Cl-].[H-].[H-].[H-].[H-].[Li+].[Al+3].[CH3:29][N:30]([CH3:48])[CH2:31][CH2:32][N:33]1[C:42](=[O:43])[C:41]2[CH:44]=[CH:45][CH:46]=[C:39]3[C:40]=2[C:35](=[CH:36][CH:37]=[CH:38]3)[C:34]1=[O:47]. Product: [CH3:29][N:30]([CH3:48])[CH2:31][CH2:32][N:33]1[CH:42]([OH:43])[C:41]2[CH:44]=[CH:45][CH:46]=[C:39]3[C:40]=2[C:35](=[CH:36][CH:37]=[CH:38]3)[C:34]1=[O:47]. The catalyst class is: 1. (4) Reactant: CO[CH:3](OC)[CH2:4][NH:5][C:6]([NH:8][C:9]1[CH:14]=[CH:13][CH:12]=[C:11]([I:15])[CH:10]=1)=[O:7].O. Product: [I:15][C:11]1[CH:10]=[C:9]([N:8]2[CH:3]=[CH:4][NH:5][C:6]2=[O:7])[CH:14]=[CH:13][CH:12]=1. The catalyst class is: 15. (5) Reactant: [Cl:1][C:2]1[CH:3]=[CH:4][C:5]([O:24][CH2:25][C:26]2[CH:31]=[CH:30][C:29]([Cl:32])=[CH:28][C:27]=2[F:33])=[C:6]([CH:23]=1)[CH2:7][N:8]1[C:16]2[CH:15]=[CH:14][CH:13]=[C:12]([C:17]([O:19]C)=[O:18])[C:11]=2[C:10]([CH2:21][OH:22])=[CH:9]1.[OH-].[Na+:35].O. Product: [Cl:1][C:2]1[CH:3]=[CH:4][C:5]([O:24][CH2:25][C:26]2[CH:31]=[CH:30][C:29]([Cl:32])=[CH:28][C:27]=2[F:33])=[C:6]([CH:23]=1)[CH2:7][N:8]1[C:16]2[CH:15]=[CH:14][CH:13]=[C:12]([C:17]([O-:19])=[O:18])[C:11]=2[C:10]([CH2:21][OH:22])=[CH:9]1.[Na+:35]. The catalyst class is: 8. (6) Reactant: [CH3:1][O:2][C:3]1[C:12]2[N:11]=[C:10]([NH2:13])[N:9]3[CH2:14][CH2:15][N:16]=[C:8]3[C:7]=2[CH:6]=[CH:5][C:4]=1[O:17][CH2:18][CH2:19][CH2:20][N:21]1[CH2:26][CH2:25][O:24][CH2:23][CH2:22]1.[NH2:27][C:28]1[S:29][C:30]([C:34](O)=[O:35])=[C:31]([CH3:33])[N:32]=1.C1CN([P+](ON2N=NC3C=CC=CC2=3)(N2CCCC2)N2CCCC2)CC1.F[P-](F)(F)(F)(F)F.C(N(C(C)C)CC)(C)C. Product: [NH2:27][C:28]1[S:29][C:30]([C:34]([NH:13][C:10]2[N:9]3[CH2:14][CH2:15][N:16]=[C:8]3[C:7]3[CH:6]=[CH:5][C:4]([O:17][CH2:18][CH2:19][CH2:20][N:21]4[CH2:22][CH2:23][O:24][CH2:25][CH2:26]4)=[C:3]([O:2][CH3:1])[C:12]=3[N:11]=2)=[O:35])=[C:31]([CH3:33])[N:32]=1. The catalyst class is: 3. (7) Reactant: C(NC(C)C)(C)C.CCCCCC.C([Li])CCC.[F:19][C:20]1[CH:21]=[N:22][CH:23]=[C:24]([F:26])[CH:25]=1.[CH:27](OCC)=[O:28]. Product: [F:26][C:24]1[CH:23]=[N:22][CH:21]=[C:20]([F:19])[C:25]=1[CH:27]=[O:28]. The catalyst class is: 20. (8) Reactant: C(=O)([O-])[O-].[K+].[K+].[CH3:7][N:8]1[CH:13]2[CH2:14][CH2:15][CH:9]1[CH2:10][CH:11]([NH2:16])[CH2:12]2.[C:17]([C:19]1[N:24]=[CH:23][C:22]([C:25]2[C:37]3[C:36]4[C:31](=[CH:32][CH:33]=[CH:34][CH:35]=4)[N:30]([C:38]4[CH:50]=[CH:49][C:41]([C:42]([O:44][C:45]([CH3:48])([CH3:47])[CH3:46])=[O:43])=[C:40](F)[CH:39]=4)[C:29]=3[CH:28]=[CH:27][CH:26]=2)=[CH:21][CH:20]=1)#[N:18]. Product: [C:17]([C:19]1[N:24]=[CH:23][C:22]([C:25]2[C:37]3[C:36]4[C:31](=[CH:32][CH:33]=[CH:34][CH:35]=4)[N:30]([C:38]4[CH:39]=[CH:40][C:41]([C:42]([O:44][C:45]([CH3:46])([CH3:47])[CH3:48])=[O:43])=[C:49]([NH:16][CH:11]5[CH2:10][CH:9]6[N:8]([CH3:7])[CH:13]([CH2:14][CH2:15]6)[CH2:12]5)[CH:50]=4)[C:29]=3[CH:28]=[CH:27][CH:26]=2)=[CH:21][CH:20]=1)#[N:18]. The catalyst class is: 58. (9) Reactant: C(OC([N:8]1[CH2:13][CH2:12][N:11]([C:14]2[C:19]([NH2:20])=[N:18][CH:17]=[C:16]([O:21][CH2:22][C:23]3[CH:28]=[CH:27][CH:26]=[C:25]([Cl:29])[CH:24]=3)[N:15]=2)[CH2:10][CH2:9]1)=O)(C)(C)C.Cl. Product: [Cl:29][C:25]1[CH:24]=[C:23]([CH:28]=[CH:27][CH:26]=1)[CH2:22][O:21][C:16]1[N:15]=[C:14]([N:11]2[CH2:10][CH2:9][NH:8][CH2:13][CH2:12]2)[C:19]([NH2:20])=[N:18][CH:17]=1. The catalyst class is: 12.